From a dataset of NCI-60 drug combinations with 297,098 pairs across 59 cell lines. Regression. Given two drug SMILES strings and cell line genomic features, predict the synergy score measuring deviation from expected non-interaction effect. (1) Synergy scores: CSS=22.6, Synergy_ZIP=-4.99, Synergy_Bliss=-2.73, Synergy_Loewe=-2.61, Synergy_HSA=-3.41. Drug 2: C1CN(CCN1C(=O)CCBr)C(=O)CCBr. Cell line: SW-620. Drug 1: C1CC(=O)NC(=O)C1N2CC3=C(C2=O)C=CC=C3N. (2) Drug 1: CN(C)N=NC1=C(NC=N1)C(=O)N. Drug 2: CC(C)NC(=O)C1=CC=C(C=C1)CNNC.Cl. Cell line: UO-31. Synergy scores: CSS=14.7, Synergy_ZIP=0.306, Synergy_Bliss=1.03, Synergy_Loewe=-2.08, Synergy_HSA=1.64. (3) Drug 1: CN1C(=O)N2C=NC(=C2N=N1)C(=O)N. Drug 2: N.N.Cl[Pt+2]Cl. Cell line: UACC62. Synergy scores: CSS=39.0, Synergy_ZIP=-3.04, Synergy_Bliss=-5.30, Synergy_Loewe=-20.3, Synergy_HSA=-4.81. (4) Drug 1: COC1=NC(=NC2=C1N=CN2C3C(C(C(O3)CO)O)O)N. Drug 2: CNC(=O)C1=NC=CC(=C1)OC2=CC=C(C=C2)NC(=O)NC3=CC(=C(C=C3)Cl)C(F)(F)F. Cell line: LOX IMVI. Synergy scores: CSS=-6.39, Synergy_ZIP=-0.0720, Synergy_Bliss=-6.29, Synergy_Loewe=-8.97, Synergy_HSA=-8.88. (5) Drug 1: CS(=O)(=O)C1=CC(=C(C=C1)C(=O)NC2=CC(=C(C=C2)Cl)C3=CC=CC=N3)Cl. Drug 2: CC(C1=C(C=CC(=C1Cl)F)Cl)OC2=C(N=CC(=C2)C3=CN(N=C3)C4CCNCC4)N. Cell line: KM12. Synergy scores: CSS=49.5, Synergy_ZIP=0.369, Synergy_Bliss=2.66, Synergy_Loewe=-0.123, Synergy_HSA=6.53. (6) Drug 1: CCN(CC)CCNC(=O)C1=C(NC(=C1C)C=C2C3=C(C=CC(=C3)F)NC2=O)C. Drug 2: CC12CCC3C(C1CCC2OP(=O)(O)O)CCC4=C3C=CC(=C4)OC(=O)N(CCCl)CCCl.[Na+]. Cell line: UACC62. Synergy scores: CSS=7.61, Synergy_ZIP=-0.257, Synergy_Bliss=-9.31, Synergy_Loewe=-1.34, Synergy_HSA=-5.60. (7) Drug 1: CC1OCC2C(O1)C(C(C(O2)OC3C4COC(=O)C4C(C5=CC6=C(C=C35)OCO6)C7=CC(=C(C(=C7)OC)O)OC)O)O. Drug 2: CC1=C(C(=O)C2=C(C1=O)N3CC4C(C3(C2COC(=O)N)OC)N4)N. Cell line: SK-MEL-28. Synergy scores: CSS=29.8, Synergy_ZIP=-4.50, Synergy_Bliss=-1.60, Synergy_Loewe=-2.41, Synergy_HSA=1.00.